From a dataset of Reaction yield outcomes from USPTO patents with 853,638 reactions. Predict the reaction yield, written as a fraction of the theoretical maximum amount of product (1.0 means a 100% yield; for example, 0.34 means a 34% yield). The reactants are [CH2:1]([O:3][C:4]([C:6]1[CH:7]=[N:8][C:9]2[C:14]([C:15]=1Cl)=[CH:13][CH:12]=[CH:11][C:10]=2[Cl:17])=[O:5])[CH3:2].[CH:18]1([NH2:23])[CH2:22][CH2:21][CH2:20][CH2:19]1. No catalyst specified. The product is [CH2:1]([O:3][C:4]([C:6]1[CH:7]=[N:8][C:9]2[C:14]([C:15]=1[NH:23][CH:18]1[CH2:22][CH2:21][CH2:20][CH2:19]1)=[CH:13][CH:12]=[CH:11][C:10]=2[Cl:17])=[O:5])[CH3:2]. The yield is 1.00.